Dataset: Full USPTO retrosynthesis dataset with 1.9M reactions from patents (1976-2016). Task: Predict the reactants needed to synthesize the given product. The reactants are: [Br-].[C:2]([C:6]1[CH:31]=[CH:30][C:9]([CH2:10][P+](C2C=CC=CC=2)(C2C=CC=CC=2)C2C=CC=CC=2)=[CH:8][CH:7]=1)([O:4][CH3:5])=[O:3].CC(C)([O-])C.[K+].[CH:38]1([CH:44]([N:47]2[C:51]3[CH:52]=[C:53]([F:57])[C:54]([F:56])=[CH:55][C:50]=3[N:49]=[C:48]2[C:58]2[C:59]([O:66][CH3:67])=[N:60][C:61]([O:64][CH3:65])=[CH:62][CH:63]=2)[CH:45]=O)[CH2:43][CH2:42][CH2:41][CH2:40][CH2:39]1. Given the product [CH3:5][O:4][C:2](=[O:3])[C:6]1[CH:7]=[CH:8][C:9](/[CH:10]=[CH:45]/[CH:44]([CH:38]2[CH2:43][CH2:42][CH2:41][CH2:40][CH2:39]2)[N:47]2[C:51]3[CH:52]=[C:53]([F:57])[C:54]([F:56])=[CH:55][C:50]=3[N:49]=[C:48]2[C:58]2[C:59]([O:66][CH3:67])=[N:60][C:61]([O:64][CH3:65])=[CH:62][CH:63]=2)=[CH:30][CH:31]=1, predict the reactants needed to synthesize it.